From a dataset of Reaction yield outcomes from USPTO patents with 853,638 reactions. Predict the reaction yield, written as a fraction of the theoretical maximum amount of product (1.0 means a 100% yield; for example, 0.34 means a 34% yield). (1) The reactants are Cl[C:2]1[CH:3]=[C:4]([CH:8]=[CH:9][N:10]=1)[C:5]([OH:7])=[O:6].[OH-:11].[K+].Cl. The catalyst is O. The product is [O:11]=[C:2]1[CH:3]=[C:4]([C:5]([OH:7])=[O:6])[CH:8]=[CH:9][NH:10]1. The yield is 0.990. (2) No catalyst specified. The reactants are [F:1][C:2]1[CH:10]=[C:9]([F:11])[CH:8]=[C:7]2[C:3]=1[C:4](=[O:13])C(=O)[NH:6]2.[OH-:14].[Na+]. The yield is 0.660. The product is [NH2:6][C:7]1[CH:8]=[C:9]([F:11])[CH:10]=[C:2]([F:1])[C:3]=1[C:4]([OH:13])=[O:14]. (3) The reactants are [F:1][C:2]1[C:3]([C:8]2[CH:13]=[CH:12][CH:11]=[CH:10][C:9]=2[NH:14][C:15](=[O:20])[C:16]([CH3:19])([CH3:18])[CH3:17])=[N:4][CH:5]=[CH:6][CH:7]=1.[Br:21]Br. The catalyst is C(O)(=O)C.[O-]S([O-])(=S)=O.[Na+].[Na+]. The product is [Br:21][C:12]1[CH:11]=[CH:10][C:9]([NH:14][C:15](=[O:20])[C:16]([CH3:17])([CH3:19])[CH3:18])=[C:8]([C:3]2[C:2]([F:1])=[CH:7][CH:6]=[CH:5][N:4]=2)[CH:13]=1. The yield is 0.720.